This data is from Full USPTO retrosynthesis dataset with 1.9M reactions from patents (1976-2016). The task is: Predict the reactants needed to synthesize the given product. Given the product [CH3:38][C:36]1[C:31]2[NH:32][C:33](=[O:35])[O:34][C:30]=2[CH:29]=[C:28]([NH:27][C:23]2[CH:22]=[C:21]([NH:1][C:2]3[CH:3]=[C:4]4[C:17](=[CH:18][CH:19]=3)[CH2:16][C:6]3([C:14]5[C:9](=[N:10][CH:11]=[CH:12][CH:13]=5)[NH:8][C:7]3=[O:15])[CH2:5]4)[N:26]=[CH:25][N:24]=2)[CH:37]=1, predict the reactants needed to synthesize it. The reactants are: [NH2:1][C:2]1[CH:3]=[C:4]2[C:17](=[CH:18][CH:19]=1)[CH2:16][C:6]1([C:14]3[C:9](=[N:10][CH:11]=[CH:12][CH:13]=3)[NH:8][C:7]1=[O:15])[CH2:5]2.Cl[C:21]1[N:26]=[CH:25][N:24]=[C:23]([NH:27][C:28]2[CH:37]=[C:36]([CH3:38])[C:31]3[NH:32][C:33](=[O:35])[O:34][C:30]=3[CH:29]=2)[CH:22]=1.C(=O)([O-])[O-].[K+].[K+].Cl.